This data is from Catalyst prediction with 721,799 reactions and 888 catalyst types from USPTO. The task is: Predict which catalyst facilitates the given reaction. (1) Reactant: [Cl:1][C:2]1[CH:3]=[C:4]([C@@:9]2([C:14]#N)[CH2:11][CH:10]2[CH2:12][OH:13])[CH:5]=[CH:6][C:7]=1[Cl:8].C([OH:18])C.[OH-].[Na+].Cl. Product: [Cl:1][C:2]1[CH:3]=[C:4]([C@@:9]23[CH2:11][C@@H:10]2[CH2:12][O:13][C:14]3=[O:18])[CH:5]=[CH:6][C:7]=1[Cl:8]. The catalyst class is: 4. (2) The catalyst class is: 104. Reactant: Br[C:2]1[CH:7]=[CH:6][C:5]([C:8]2[NH:12][C:11]([CH:13]3[C@@H:18]4[CH2:19][C@@H:15]([CH2:16][CH2:17]4)[N:14]3[C:20](=[O:31])[C@@H:21]([NH:26][C:27](=[O:30])[O:28][CH3:29])[C@H:22]([O:24][CH3:25])[CH3:23])=[N:10][CH:9]=2)=[C:4]([F:32])[CH:3]=1.[CH3:33][CH:34]([CH3:70])[C@H:35]([NH:65][C:66](=[O:69])[O:67][CH3:68])[C:36](=[O:64])[N:37]1[CH2:41][CH2:40][CH2:39][C@H:38]1[C:42]1[NH:46][C:45]2[C:47]3[C:52]([CH:53]=[CH:54][C:44]=2[N:43]=1)=[CH:51][C:50](B1OC(C)(C)C(C)(C)O1)=[CH:49][CH:48]=3.C([O-])([O-])=O.[K+].[K+]. Product: [CH3:68][O:67][C:66]([NH:65][C@@H:35]([CH:34]([CH3:70])[CH3:33])[C:36]([N:37]1[CH2:41][CH2:40][CH2:39][C@H:38]1[C:42]1[NH:46][C:45]2[C:47]3[C:52]([CH:53]=[CH:54][C:44]=2[N:43]=1)=[CH:51][C:50]([C:2]1[CH:7]=[CH:6][C:5]([C:8]2[NH:12][C:11]([CH:13]4[C@@H:18]5[CH2:19][C@@H:15]([CH2:16][CH2:17]5)[N:14]4[C:20](=[O:31])[C@@H:21]([NH:26][C:27](=[O:30])[O:28][CH3:29])[C@H:22]([O:24][CH3:25])[CH3:23])=[N:10][CH:9]=2)=[C:4]([F:32])[CH:3]=1)=[CH:49][CH:48]=3)=[O:64])=[O:69]. (3) Reactant: [C:1]1([O:7][C:8]2[CH:13]=[CH:12][C:11](Br)=[C:10]([CH3:15])[CH:9]=2)[CH:6]=[CH:5][CH:4]=[CH:3][CH:2]=1.[B:16]1([B:16]2[O:20][C:19]([CH3:22])([CH3:21])[C:18]([CH3:24])([CH3:23])[O:17]2)[O:20][C:19]([CH3:22])([CH3:21])[C:18]([CH3:24])([CH3:23])[O:17]1.ClCCl.C([O-])(=O)C.[K+]. Product: [C:1]1([O:7][C:8]2[CH:13]=[CH:12][C:11]([B:16]3[O:20][C:19]([CH3:22])([CH3:21])[C:18]([CH3:24])([CH3:23])[O:17]3)=[C:10]([CH3:15])[CH:9]=2)[CH:6]=[CH:5][CH:4]=[CH:3][CH:2]=1. The catalyst class is: 9.